Predict the product of the given reaction. From a dataset of Forward reaction prediction with 1.9M reactions from USPTO patents (1976-2016). (1) The product is: [O:1]([CH2:8][C:9]1[S:34][C:21]([C:19]2[CH:18]=[CH:17][C:16]3[NH:12][CH:13]=[N:14][C:15]=3[CH:20]=2)=[N:23][N:24]=1)[C:2]1[CH:7]=[CH:6][CH:5]=[CH:4][CH:3]=1. Given the reactants [O:1]([CH2:8][C:9](O)=O)[C:2]1[CH:7]=[CH:6][CH:5]=[CH:4][CH:3]=1.[N:12]1[C:16]2[CH:17]=[CH:18][C:19]([C:21]([NH:23][NH2:24])=O)=[CH:20][C:15]=2[NH:14][CH:13]=1.COC1C=CC(P2(SP(C3C=CC(OC)=CC=3)(=S)S2)=[S:34])=CC=1.O=P(Cl)(Cl)Cl, predict the reaction product. (2) The product is: [Cl:1][C:2]1[CH:9]=[C:8]([N:10]([CH2:16][C:17]2[CH:22]=[C:21]([F:23])[CH:20]=[CH:19][C:18]=2[Cl:24])[C@H:11]2[CH2:15][CH2:14][N:13]([S:32]([CH2:31][C:25]3[CH:30]=[CH:29][CH:28]=[CH:27][CH:26]=3)(=[O:34])=[O:33])[CH2:12]2)[CH:7]=[CH:6][C:3]=1[C:4]#[N:5]. Given the reactants [Cl:1][C:2]1[CH:9]=[C:8]([N:10]([CH2:16][C:17]2[CH:22]=[C:21]([F:23])[CH:20]=[CH:19][C:18]=2[Cl:24])[C@H:11]2[CH2:15][CH2:14][NH:13][CH2:12]2)[CH:7]=[CH:6][C:3]=1[C:4]#[N:5].[C:25]1([CH2:31][S:32](Cl)(=[O:34])=[O:33])[CH:30]=[CH:29][CH:28]=[CH:27][CH:26]=1.CCN(C(C)C)C(C)C, predict the reaction product. (3) Given the reactants [N:1]1[CH:6]=[CH:5][CH:4]=[C:3]([CH2:7][C:8]([N:10]2[CH2:19][CH2:18][C:17]3[C:12](=[CH:13][C:14]([C:20]([NH:22][O:23]C4CCCCO4)=[O:21])=[CH:15][CH:16]=3)[CH2:11]2)=[O:9])[CH:2]=1.[ClH:30], predict the reaction product. The product is: [ClH:30].[OH:23][NH:22][C:20]([C:14]1[CH:13]=[C:12]2[C:17]([CH2:18][CH2:19][N:10]([C:8](=[O:9])[CH2:7][C:3]3[CH:2]=[N:1][CH:6]=[CH:5][CH:4]=3)[CH2:11]2)=[CH:16][CH:15]=1)=[O:21]. (4) Given the reactants [CH3:1][O:2][C:3]([C@@:5]1([F:29])[C@H:7]([C:8]2[CH:13]=[CH:12][C:11](B3OC(C)(C)C(C)(C)O3)=[CH:10][CH:9]=2)[C@H:6]1[C:23]1[CH:28]=[CH:27][CH:26]=[CH:25][CH:24]=1)=[O:4].Cl[C:31]1[N:36]=[CH:35][C:34]([F:37])=[CH:33][N:32]=1.[F-].[Cs+], predict the reaction product. The product is: [CH3:1][O:2][C:3]([C@:5]1([F:29])[C@H:6]([C:23]2[CH:24]=[CH:25][CH:26]=[CH:27][CH:28]=2)[C@H:7]1[C:8]1[CH:9]=[CH:10][C:11]([C:31]2[N:36]=[CH:35][C:34]([F:37])=[CH:33][N:32]=2)=[CH:12][CH:13]=1)=[O:4]. (5) Given the reactants Br[CH2:2][C:3]([C@@H:5]1[CH2:7][C@@H:6]1[C:8]1[CH:17]=[CH:16][C:15]2[C:10](=[CH:11][CH:12]=[CH:13][CH:14]=2)[N:9]=1)=O.[Cl:18][C:19]1[N:24]=[N:23][C:22]([NH2:25])=[C:21]([N:26]2[CH2:31][CH2:30][O:29][CH2:28][CH2:27]2)[CH:20]=1, predict the reaction product. The product is: [Cl:18][C:19]1[CH:20]=[C:21]([N:26]2[CH2:31][CH2:30][O:29][CH2:28][CH2:27]2)[C:22]2[N:23]([CH:2]=[C:3]([C@@H:5]3[CH2:7][C@@H:6]3[C:8]3[CH:17]=[CH:16][C:15]4[C:10](=[CH:11][CH:12]=[CH:13][CH:14]=4)[N:9]=3)[N:25]=2)[N:24]=1. (6) Given the reactants CC(C)([O-])C.[K+].[CH3:7][C:8]1[N:13]=[CH:12][C:11]([OH:14])=[CH:10][CH:9]=1.[CH2:15]([O:17][C:18](=[O:23])[CH:19]=[C:20](Cl)[CH3:21])[CH3:16], predict the reaction product. The product is: [CH2:15]([O:17][C:18](=[O:23])/[CH:19]=[C:20](/[O:14][C:11]1[CH:12]=[N:13][C:8]([CH3:7])=[CH:9][CH:10]=1)\[CH3:21])[CH3:16]. (7) Given the reactants [NH2:1][C:2]1[N:14]=[C:13]([C:15]2[CH:20]=[CH:19][CH:18]=[CH:17][C:16]=2[O:21]CC2C=CC(OC)=CC=2)[CH:12]=[C:11]([CH:31]2[CH2:36][CH2:35][CH2:34][N:33]([C:37]([O:39][CH2:40][C:41]3[CH:46]=[CH:45][CH:44]=[CH:43][CH:42]=3)=[O:38])[CH2:32]2)[C:3]=1[C:4]([O:6]C(C)(C)C)=[O:5].FC(F)(F)C(O)=O, predict the reaction product. The product is: [NH2:1][C:2]1[N:14]=[C:13]([C:15]2[CH:20]=[CH:19][CH:18]=[CH:17][C:16]=2[OH:21])[CH:12]=[C:11]([CH:31]2[CH2:36][CH2:35][CH2:34][N:33]([C:37]([O:39][CH2:40][C:41]3[CH:46]=[CH:45][CH:44]=[CH:43][CH:42]=3)=[O:38])[CH2:32]2)[C:3]=1[C:4]([OH:6])=[O:5].